Dataset: Full USPTO retrosynthesis dataset with 1.9M reactions from patents (1976-2016). Task: Predict the reactants needed to synthesize the given product. (1) Given the product [Br:7][C:5]1[N:6]=[CH:2][S:3][C:4]=1[CH2:8][O:9][Si:10]([C:13]([CH3:16])([CH3:15])[CH3:14])([CH3:11])[CH3:12], predict the reactants needed to synthesize it. The reactants are: Br[C:2]1[S:3][C:4]([CH2:8][O:9][Si:10]([C:13]([CH3:16])([CH3:15])[CH3:14])([CH3:12])[CH3:11])=[C:5]([Br:7])[N:6]=1.C([Li])CCC.O. (2) Given the product [NH2:1][C:2]([C:4]1[CH:5]=[N:6][C:7]2[C:12]([C:13]=1[NH:14][C:15]1[CH:16]=[C:17]([C:25]([O:27][CH3:28])=[O:26])[CH:18]=[C:19]([C:21]([O:23][CH3:24])=[O:22])[CH:20]=1)=[CH:11][CH:10]=[C:9]([C:4]1[C:2]([O:36][CH3:33])=[N:1][C:43]([O:42][CH3:41])=[CH:44][CH:13]=1)[CH:8]=2)=[O:3], predict the reactants needed to synthesize it. The reactants are: [NH2:1][C:2]([C:4]1[CH:5]=[N:6][C:7]2[C:12]([C:13]=1[NH:14][C:15]1[CH:16]=[C:17]([C:25]([O:27][CH3:28])=[O:26])[CH:18]=[C:19]([C:21]([O:23][CH3:24])=[O:22])[CH:20]=1)=[CH:11][CH:10]=[C:9](Br)[CH:8]=2)=[O:3].B(O)O.[C:33](=[O:36])([O-])[O-].[K+].[K+].O1[CH2:44][CH2:43][O:42][CH2:41]C1. (3) Given the product [C:4]1([CH:11]=[CH:10][CH:9]=[C:7]([OH:8])[CH:6]=1)[OH:5].[CH2:13]=[O:14], predict the reactants needed to synthesize it. The reactants are: [Cl-].[Ca+2].[Cl-].[C:4]1([CH:11]=[CH:10][CH:9]=[C:7]([OH:8])[CH:6]=1)[OH:5].Cl.[CH2:13]=[O:14]. (4) Given the product [OH:31][C:28]([C:27]1[C:22]2[N:23]([C:19]([C:17]3[CH:16]=[CH:15][N:14]=[C:13]([NH:12][CH:9]4[CH2:10][CH2:11][CH:6]([C:4]([OH:5])=[O:3])[CH2:7][CH2:8]4)[N:18]=3)=[CH:20][N:21]=2)[CH:24]=[CH:25][CH:26]=1)([CH3:29])[CH3:30], predict the reactants needed to synthesize it. The reactants are: C([O:3][C:4]([CH:6]1[CH2:11][CH2:10][CH:9]([NH:12][C:13]2[N:18]=[C:17]([C:19]3[N:23]4[CH:24]=[CH:25][CH:26]=[C:27]([C:28]([OH:31])([CH3:30])[CH3:29])[C:22]4=[N:21][CH:20]=3)[CH:16]=[CH:15][N:14]=2)[CH2:8][CH2:7]1)=[O:5])C.O[Li].O.C1COCC1.CCO. (5) Given the product [CH3:14][C:15]1([CH3:23])[O:22][C:20](=[O:21])[CH:19]([CH2:8][C:7]2[CH:10]=[CH:11][C:4]([O:3][C:2]([F:13])([F:12])[F:1])=[CH:5][CH:6]=2)[C:17](=[O:18])[O:16]1, predict the reactants needed to synthesize it. The reactants are: [F:1][C:2]([F:13])([F:12])[O:3][C:4]1[CH:11]=[CH:10][C:7]([CH:8]=O)=[CH:6][CH:5]=1.[CH3:14][C:15]1([CH3:23])[O:22][C:20](=[O:21])[CH2:19][C:17](=[O:18])[O:16]1.C([O-])(=O)C.[NH2+]1CCCCC1.C([BH3-])#N.[Na+].Cl. (6) The reactants are: Br[C:2]1[CH:7]=[CH:6][N:5]=[C:4]([NH:8][C:9]2[CH:14]=[CH:13][CH:12]=[C:11]([CH3:15])[N:10]=2)[C:3]=1[O:16][CH2:17][CH3:18].[C-:19]#[N:20].[Na+]. Given the product [CH2:17]([O:16][C:3]1[C:4]([NH:8][C:9]2[CH:14]=[CH:13][CH:12]=[C:11]([CH3:15])[N:10]=2)=[N:5][CH:6]=[CH:7][C:2]=1[C:19]#[N:20])[CH3:18], predict the reactants needed to synthesize it.